Dataset: Peptide-MHC class I binding affinity with 185,985 pairs from IEDB/IMGT. Task: Regression. Given a peptide amino acid sequence and an MHC pseudo amino acid sequence, predict their binding affinity value. This is MHC class I binding data. (1) The MHC is HLA-A68:02 with pseudo-sequence HLA-A68:02. The peptide sequence is YYLEKANKI. The binding affinity (normalized) is 0.0847. (2) The binding affinity (normalized) is 0.0847. The peptide sequence is GLAEKPNDY. The MHC is HLA-B46:01 with pseudo-sequence HLA-B46:01. (3) The peptide sequence is TIKYSNDNRY. The MHC is HLA-A11:01 with pseudo-sequence HLA-A11:01. The binding affinity (normalized) is 0.160. (4) The peptide sequence is ETQTGMHAH. The MHC is HLA-B08:01 with pseudo-sequence HLA-B08:01. The binding affinity (normalized) is 0.0847. (5) The peptide sequence is RRTRREAIV. The MHC is HLA-A02:01 with pseudo-sequence HLA-A02:01. The binding affinity (normalized) is 0. (6) The peptide sequence is ISDSNPFLTQW. The binding affinity (normalized) is 0.186. The MHC is HLA-B58:02 with pseudo-sequence HLA-B58:02. (7) The peptide sequence is PLRPMTYK. The MHC is HLA-A32:01 with pseudo-sequence HLA-A32:01. The binding affinity (normalized) is 0. (8) The peptide sequence is FLKEQHCQK. The MHC is HLA-A31:01 with pseudo-sequence HLA-A31:01. The binding affinity (normalized) is 0.382. (9) The peptide sequence is DYIYLPLLK. The MHC is HLA-A68:02 with pseudo-sequence HLA-A68:02. The binding affinity (normalized) is 0. (10) The peptide sequence is NIVFSPFGY. The MHC is HLA-B08:02 with pseudo-sequence HLA-B08:02. The binding affinity (normalized) is 0.0847.